Dataset: KCNQ2 potassium channel screen with 302,405 compounds. Task: Binary Classification. Given a drug SMILES string, predict its activity (active/inactive) in a high-throughput screening assay against a specified biological target. The drug is S(=O)(=O)(N(CCC)CCC)c1ccc(NS(=O)(=O)C)cc1. The result is 0 (inactive).